Dataset: Full USPTO retrosynthesis dataset with 1.9M reactions from patents (1976-2016). Task: Predict the reactants needed to synthesize the given product. (1) The reactants are: Cl.[OH:2][CH:3]([CH:9]1[O:14][CH2:13][CH2:12][NH:11][CH2:10]1)[C:4]([O:6][CH2:7][CH3:8])=[O:5].[CH3:15][C:16]1[CH:24]=[CH:23][C:19]([C:20](Cl)=[O:21])=[CH:18][CH:17]=1.S(Cl)(C)(=O)=O. Given the product [OH:2][CH:3]([CH:9]1[O:14][CH2:13][CH2:12][N:11]([C:20](=[O:21])[C:19]2[CH:23]=[CH:24][C:16]([CH3:15])=[CH:17][CH:18]=2)[CH2:10]1)[C:4]([O:6][CH2:7][CH3:8])=[O:5], predict the reactants needed to synthesize it. (2) Given the product [N+:20]([C:16]1[CH:15]=[C:14]([C:8]23[CH2:9][CH:10]2[CH2:11][CH2:12][S:13][C:6]([NH2:5])=[N:7]3)[CH:19]=[CH:18][CH:17]=1)([O-:22])=[O:21], predict the reactants needed to synthesize it. The reactants are: C([NH:5][C:6]1[S:13][CH2:12][CH2:11][CH:10]2[C:8]([C:14]3[CH:19]=[CH:18][CH:17]=[C:16]([N+:20]([O-:22])=[O:21])[CH:15]=3)([CH2:9]2)[N:7]=1)(C)(C)C.FC(F)(F)C(O)=O.CS(O)(=O)=O.C([O-])(O)=O.[Na+].